Predict which catalyst facilitates the given reaction. From a dataset of Catalyst prediction with 721,799 reactions and 888 catalyst types from USPTO. (1) Reactant: [NH2:1][C:2]1[C:11]([C@H:12]([CH:17]2[CH2:22][CH2:21][CH2:20][CH2:19][CH2:18]2)[CH2:13][CH2:14][CH2:15][OH:16])=[CH:10][C:9]2[C:4](=[CH:5][CH:6]=[C:7]([O:23][C:24]3[CH:29]=[CH:28][CH:27]=[CH:26][CH:25]=3)[CH:8]=2)[N:3]=1.CC(C)=[O:32].OS(O)(=O)=O.O=[Cr](=O)=O.OS(O)(=O)=O.O. Product: [NH2:1][C:2]1[C:11]([C@H:12]([CH:17]2[CH2:22][CH2:21][CH2:20][CH2:19][CH2:18]2)[CH2:13][CH2:14][C:15]([OH:32])=[O:16])=[CH:10][C:9]2[C:4](=[CH:5][CH:6]=[C:7]([O:23][C:24]3[CH:29]=[CH:28][CH:27]=[CH:26][CH:25]=3)[CH:8]=2)[N:3]=1. The catalyst class is: 21. (2) Reactant: [N+:1]([C:4]1[CH:5]=[C:6]2[C:11](=[CH:12][CH:13]=1)[N:10]=[CH:9][CH:8]=[N:7]2)([O-])=O.CS(C)=O. Product: [NH2:1][C:4]1[CH:5]=[C:6]2[C:11](=[CH:12][CH:13]=1)[N:10]=[CH:9][CH:8]=[N:7]2. The catalyst class is: 29. (3) Reactant: [CH2:1]1[C:3]2([CH2:8][CH2:7][N:6]([C:9]([O:11][C:12]([CH3:15])([CH3:14])[CH3:13])=[O:10])[CH2:5][CH2:4]2)[CH2:2]1.CN(C)CCN(C)C.CCCCCC.CN(C)[CH:32]=[O:33].[NH4+].[Cl-]. Product: [CH:32]([CH:7]1[N:6]([C:9]([O:11][C:12]([CH3:15])([CH3:14])[CH3:13])=[O:10])[CH2:5][CH2:4][C:3]2([CH2:2][CH2:1]2)[CH2:8]1)=[O:33]. The catalyst class is: 28.